Dataset: Reaction yield outcomes from USPTO patents with 853,638 reactions. Task: Predict the reaction yield, written as a fraction of the theoretical maximum amount of product (1.0 means a 100% yield; for example, 0.34 means a 34% yield). (1) The reactants are Cl.[CH3:2][O:3][C:4](=[O:7])[CH2:5][NH2:6].C(N(CC)CC)C.[CH2:15](Br)[CH:16]=[CH2:17].Cl.[CH2:20]1[CH2:24]OC[CH2:21]1. No catalyst specified. The product is [CH3:2][O:3][C:4](=[O:7])[CH2:5][N:6]([CH2:24][CH:20]=[CH2:21])[CH2:15][CH:16]=[CH2:17]. The yield is 0.490. (2) The reactants are I[C:2]1[C:3]([C:9]2[CH:14]=[CH:13][CH:12]=[CH:11][CH:10]=2)=[N:4][C:5]([NH2:8])=[N:6][CH:7]=1.[C:15]1(B(O)O)[CH:20]=[CH:19][CH:18]=[CH:17][CH:16]=1.C(=O)([O-])[O-].[Na+].[Na+]. The catalyst is O1CCOCC1.C1C=CC(P(C2C=CC=CC=2)C2C=CC=CC=2)=CC=1.C1C=CC(P(C2C=CC=CC=2)C2C=CC=CC=2)=CC=1.C1C=CC(P(C2C=CC=CC=2)C2C=CC=CC=2)=CC=1.C1C=CC(P(C2C=CC=CC=2)C2C=CC=CC=2)=CC=1.[Pd]. The product is [NH2:8][C:5]1[N:4]=[C:3]([C:9]2[CH:14]=[CH:13][CH:12]=[CH:11][CH:10]=2)[C:2]([C:15]2[CH:20]=[CH:19][CH:18]=[CH:17][CH:16]=2)=[CH:7][N:6]=1. The yield is 0.510. (3) The reactants are [CH:1]([C:4]1[CH:5]=[C:6]([NH:10][C:11]([C:13]2[CH:14]=[C:15]([N:19]3[CH2:28][C:27]4[CH:26]=[N:25][CH:24]=[C:23]([C:29](O)=[O:30])[C:22]=4[CH2:21][CH2:20]3)[CH:16]=[CH:17][CH:18]=2)=[O:12])[CH:7]=[CH:8][CH:9]=1)([CH3:3])[CH3:2].C(N(CC)C(C)C)(C)C.CCCP(=O)=O.[NH2:47][CH2:48][CH2:49][CH2:50][N:51]1[CH2:55][CH2:54][CH2:53][CH2:52]1. The catalyst is CN(C1C=CN=CC=1)C.ClCCCl. The product is [CH:1]([C:4]1[CH:5]=[C:6]([NH:10][C:11]([C:13]2[CH:14]=[C:15]([N:19]3[CH2:28][C:27]4[CH:26]=[N:25][CH:24]=[C:23]([C:29]([NH:47][CH2:48][CH2:49][CH2:50][N:51]5[CH2:55][CH2:54][CH2:53][CH2:52]5)=[O:30])[C:22]=4[CH2:21][CH2:20]3)[CH:16]=[CH:17][CH:18]=2)=[O:12])[CH:7]=[CH:8][CH:9]=1)([CH3:3])[CH3:2]. The yield is 0.530.